Dataset: NCI-60 drug combinations with 297,098 pairs across 59 cell lines. Task: Regression. Given two drug SMILES strings and cell line genomic features, predict the synergy score measuring deviation from expected non-interaction effect. (1) Drug 1: C1=CC(=CC=C1CCCC(=O)O)N(CCCl)CCCl. Drug 2: CCN(CC)CCCC(C)NC1=C2C=C(C=CC2=NC3=C1C=CC(=C3)Cl)OC. Cell line: UO-31. Synergy scores: CSS=16.1, Synergy_ZIP=-1.48, Synergy_Bliss=1.50, Synergy_Loewe=1.92, Synergy_HSA=2.19. (2) Synergy scores: CSS=32.1, Synergy_ZIP=-2.70, Synergy_Bliss=0.151, Synergy_Loewe=-7.72, Synergy_HSA=1.65. Drug 2: CC1C(C(CC(O1)OC2CC(CC3=C2C(=C4C(=C3O)C(=O)C5=C(C4=O)C(=CC=C5)OC)O)(C(=O)CO)O)N)O.Cl. Cell line: A549. Drug 1: C1=NC(=NC(=O)N1C2C(C(C(O2)CO)O)O)N. (3) Drug 1: COC1=C(C=C2C(=C1)N=CN=C2NC3=CC(=C(C=C3)F)Cl)OCCCN4CCOCC4. Drug 2: CC1=C2C(C(=O)C3(C(CC4C(C3C(C(C2(C)C)(CC1OC(=O)C(C(C5=CC=CC=C5)NC(=O)OC(C)(C)C)O)O)OC(=O)C6=CC=CC=C6)(CO4)OC(=O)C)O)C)O. Cell line: K-562. Synergy scores: CSS=57.0, Synergy_ZIP=11.6, Synergy_Bliss=12.6, Synergy_Loewe=-5.11, Synergy_HSA=12.6. (4) Drug 1: C1CN1P(=S)(N2CC2)N3CC3. Drug 2: C(CCl)NC(=O)N(CCCl)N=O. Cell line: MCF7. Synergy scores: CSS=-5.91, Synergy_ZIP=-0.748, Synergy_Bliss=-6.43, Synergy_Loewe=-4.86, Synergy_HSA=-6.53. (5) Drug 1: CN1CCC(CC1)COC2=C(C=C3C(=C2)N=CN=C3NC4=C(C=C(C=C4)Br)F)OC. Drug 2: CC1C(C(CC(O1)OC2CC(OC(C2O)C)OC3=CC4=CC5=C(C(=O)C(C(C5)C(C(=O)C(C(C)O)O)OC)OC6CC(C(C(O6)C)O)OC7CC(C(C(O7)C)O)OC8CC(C(C(O8)C)O)(C)O)C(=C4C(=C3C)O)O)O)O. Cell line: HS 578T. Synergy scores: CSS=5.67, Synergy_ZIP=28.4, Synergy_Bliss=25.3, Synergy_Loewe=18.1, Synergy_HSA=18.8. (6) Drug 1: CC(C1=C(C=CC(=C1Cl)F)Cl)OC2=C(N=CC(=C2)C3=CN(N=C3)C4CCNCC4)N. Drug 2: CC1CCC2CC(C(=CC=CC=CC(CC(C(=O)C(C(C(=CC(C(=O)CC(OC(=O)C3CCCCN3C(=O)C(=O)C1(O2)O)C(C)CC4CCC(C(C4)OC)O)C)C)O)OC)C)C)C)OC. Cell line: SNB-19. Synergy scores: CSS=30.8, Synergy_ZIP=5.51, Synergy_Bliss=6.54, Synergy_Loewe=-1.82, Synergy_HSA=8.02. (7) Synergy scores: CSS=-1.41, Synergy_ZIP=5.74, Synergy_Bliss=0.0336, Synergy_Loewe=-4.00, Synergy_HSA=-1.89. Drug 1: C1C(C(OC1N2C=NC(=NC2=O)N)CO)O. Cell line: TK-10. Drug 2: C(CN)CNCCSP(=O)(O)O.